Dataset: Peptide-MHC class II binding affinity with 134,281 pairs from IEDB. Task: Regression. Given a peptide amino acid sequence and an MHC pseudo amino acid sequence, predict their binding affinity value. This is MHC class II binding data. The peptide sequence is MSSKFPELGMNASHC. The MHC is HLA-DPA10103-DPB10301 with pseudo-sequence HLA-DPA10103-DPB10301. The binding affinity (normalized) is 0.167.